From a dataset of Catalyst prediction with 721,799 reactions and 888 catalyst types from USPTO. Predict which catalyst facilitates the given reaction. (1) Reactant: N1C(C)=CC=CC=1C.[CH2:9]([C:11]([C:30]1[CH:35]=[CH:34][C:33]([C:36]#[C:37][C:38]2([OH:44])[CH2:43][CH2:42][CH2:41][CH2:40][CH2:39]2)=[C:32]([CH3:45])[CH:31]=1)([C:14]1[CH:19]=[CH:18][C:17](B2OC(C)(C)C(C)(C)O2)=[C:16](C)[CH:15]=1)[CH2:12][CH3:13])[CH3:10].O([Si](C)(C)C)S(C(F)(F)F)(=O)=O.[C:58](=[O:61])(O)[O-].[Na+]. Product: [CH2:9]([C:11]([C:14]1[CH:19]=[CH:18][C:58]([OH:61])=[C:16]([CH3:17])[CH:15]=1)([C:30]1[CH:35]=[CH:34][C:33]([C:36]#[C:37][C:38]2([OH:44])[CH2:43][CH2:42][CH2:41][CH2:40][CH2:39]2)=[C:32]([CH3:45])[CH:31]=1)[CH2:12][CH3:13])[CH3:10]. The catalyst class is: 4. (2) Reactant: [NH:1]1[CH2:7][CH2:6][CH2:5][NH:4][CH2:3][CH2:2]1.F[C:9]1[CH:14]=[CH:13][C:12]([N+:15]([O-:17])=[O:16])=[CH:11][CH:10]=1. Product: [N+:15]([C:12]1[CH:13]=[CH:14][C:9]([N:1]2[CH2:7][CH2:6][CH2:5][NH:4][CH2:3][CH2:2]2)=[CH:10][CH:11]=1)([O-:17])=[O:16]. The catalyst class is: 2. (3) Reactant: [Cl-].[Al+3].[Cl-].[Cl-].Cl[C:6]([CH3:14])([CH2:8][CH2:9][C:10](Cl)([CH3:12])[CH3:11])[CH3:7].[Br:15][C:16]1[CH:21]=[CH:20][CH:19]=[CH:18][CH:17]=1. Product: [Br:15][C:16]1[CH:21]=[C:20]2[C:19](=[CH:18][CH:17]=1)[C:10]([CH3:12])([CH3:11])[CH2:9][CH2:8][C:6]2([CH3:14])[CH3:7]. The catalyst class is: 788. (4) Reactant: [CH3:1][N:2]1[CH:6]=[CH:5][N:4]=[CH:3]1.C([Li])CCC.[C:12]([C:14]1[CH:19]=[CH:18][C:17]([NH:20][C:21]2[C:29]([F:30])=[C:28]([F:31])[CH:27]=[CH:26][C:22]=2[C:23](O)=[O:24])=[C:16]([F:32])[CH:15]=1)#[CH:13]. Product: [C:12]([C:14]1[CH:19]=[CH:18][C:17]([NH:20][C:21]2[C:29]([F:30])=[C:28]([F:31])[CH:27]=[CH:26][C:22]=2[C:23]([C:3]2[N:2]([CH3:1])[CH:6]=[CH:5][N:4]=2)=[O:24])=[C:16]([F:32])[CH:15]=1)#[CH:13]. The catalyst class is: 7. (5) Reactant: C(OC([NH:8][CH:9]([CH2:13][C:14]1[CH:19]=[CH:18][C:17]([O:20][CH2:21][CH2:22][CH2:23][CH2:24][CH2:25][O:26][C:27]2[CH:32]=[C:31]([C:33]3[CH:38]=[CH:37][CH:36]=[CH:35][CH:34]=3)[CH:30]=[C:29]([C:39]3[CH:44]=[CH:43][CH:42]=[CH:41][CH:40]=3)[N:28]=2)=[CH:16][CH:15]=1)[C:10]([OH:12])=[O:11])=O)(C)(C)C.FC(F)(F)C(O)=O.C(#N)C.O. Product: [NH2:8][CH:9]([CH2:13][C:14]1[CH:19]=[CH:18][C:17]([O:20][CH2:21][CH2:22][CH2:23][CH2:24][CH2:25][O:26][C:27]2[CH:32]=[C:31]([C:33]3[CH:34]=[CH:35][CH:36]=[CH:37][CH:38]=3)[CH:30]=[C:29]([C:39]3[CH:44]=[CH:43][CH:42]=[CH:41][CH:40]=3)[N:28]=2)=[CH:16][CH:15]=1)[C:10]([OH:12])=[O:11]. The catalyst class is: 4.